The task is: Predict the product of the given reaction.. This data is from Forward reaction prediction with 1.9M reactions from USPTO patents (1976-2016). (1) Given the reactants [CH3:1][O:2][C:3]1[CH:8]=[CH:7][C:6]([C:9]2[O:10][C:11]3[C:12](=[C:14]([C:18]([OH:20])=O)[CH:15]=[CH:16][CH:17]=3)[N:13]=2)=[CH:5][CH:4]=1.Cl.Cl.[NH2:23][CH:24]1[CH2:31][CH:30]2[N:32]([CH3:33])[CH:26]([CH2:27][CH2:28][CH2:29]2)[CH2:25]1, predict the reaction product. The product is: [CH3:33][N:32]1[CH:26]2[CH2:27][CH2:28][CH2:29][CH:30]1[CH2:31][CH:24]([NH:23][C:18]([C:14]1[CH:15]=[CH:16][CH:17]=[C:11]3[O:10][C:9]([C:6]4[CH:5]=[CH:4][C:3]([O:2][CH3:1])=[CH:8][CH:7]=4)=[N:13][C:12]=13)=[O:20])[CH2:25]2. (2) Given the reactants [Cl:1][C:2]1[CH:7]=[CH:6][C:5]([C@@H:8]2[CH2:12][NH:11]C(=O)[C@H:9]2[C:14]([O:16]C)=[O:15])=[CH:4][CH:3]=1.Cl, predict the reaction product. The product is: [ClH:1].[NH2:11][CH2:12][C@@H:8]([C:5]1[CH:4]=[CH:3][C:2]([Cl:1])=[CH:7][CH:6]=1)[CH2:9][C:14]([OH:16])=[O:15]. (3) Given the reactants [OH:1][C@H:2]([C:38]1[CH:47]=[CH:46][C:45]([OH:48])=[C:44]2[C:39]=1[CH:40]=[CH:41][C:42](=[O:49])[NH:43]2)[CH2:3][N:4]([CH2:12][CH2:13][C:14]1[CH:19]=[CH:18][CH:17]=[C:16]([CH2:20][N:21]2[CH2:37][CH2:36][C:24]3([O:29][CH2:28][CH2:27][N:26](C(=O)C(F)(F)F)[CH2:25]3)[CH2:23][CH2:22]2)[CH:15]=1)[C:5](=[O:11])[O:6][C:7]([CH3:10])([CH3:9])[CH3:8].C(=O)([O-])[O-].[K+].[K+], predict the reaction product. The product is: [O:29]1[C:24]2([CH2:36][CH2:37][N:21]([CH2:20][C:16]3[CH:15]=[C:14]([CH:19]=[CH:18][CH:17]=3)[CH2:13][CH2:12][N:4]([CH2:3][C@H:2]([OH:1])[C:38]3[CH:47]=[CH:46][C:45]([OH:48])=[C:44]4[C:39]=3[CH:40]=[CH:41][C:42](=[O:49])[NH:43]4)[C:5](=[O:11])[O:6][C:7]([CH3:10])([CH3:9])[CH3:8])[CH2:22][CH2:23]2)[CH2:25][NH:26][CH2:27][CH2:28]1. (4) Given the reactants CS(O[CH:6]1[CH2:11][CH2:10][N:9]([C:12]([O:14][C:15]([CH3:18])([CH3:17])[CH3:16])=[O:13])[CH2:8][CH2:7]1)(=O)=O.C[S:20]([C:23]1N=[C:30]([C:32]([F:35])([F:34])[F:33])[CH:29]=[CH:28][C:24]=1C(O)=O)(=O)=O.[C:36]([O-])([O-])=O.[K+].[K+], predict the reaction product. The product is: [F:35][C:32]([F:33])([F:34])[C:30]1[CH:36]=[C:23]([S:20][CH:6]2[CH2:7][CH2:8][N:9]([C:12]([O:14][C:15]([CH3:16])([CH3:17])[CH3:18])=[O:13])[CH2:10][CH2:11]2)[CH:24]=[CH:28][CH:29]=1.